From a dataset of Full USPTO retrosynthesis dataset with 1.9M reactions from patents (1976-2016). Predict the reactants needed to synthesize the given product. Given the product [C:1]([N:4]1[CH2:9][CH2:8][N:7]([C:10]2[CH:11]=[CH:12][C:13]([NH:16][C:17](=[O:26])[CH2:18][C:19]3[CH:24]=[CH:23][C:22]([B:30]4[O:31][C:32]([CH3:34])([CH3:33])[C:28]([CH3:44])([CH3:27])[O:29]4)=[CH:21][CH:20]=3)=[N:14][CH:15]=2)[CH2:6][CH2:5]1)(=[O:3])[CH3:2], predict the reactants needed to synthesize it. The reactants are: [C:1]([N:4]1[CH2:9][CH2:8][N:7]([C:10]2[CH:11]=[CH:12][C:13]([NH:16][C:17](=[O:26])[CH2:18][C:19]3[CH:24]=[CH:23][C:22](I)=[CH:21][CH:20]=3)=[N:14][CH:15]=2)[CH2:6][CH2:5]1)(=[O:3])[CH3:2].[CH3:27][C:28]1([CH3:44])[C:32]([CH3:34])([CH3:33])[O:31][B:30]([B:30]2[O:31][C:32]([CH3:34])([CH3:33])[C:28]([CH3:44])([CH3:27])[O:29]2)[O:29]1.CC([O-])=O.[K+].C(Cl)Cl.